This data is from Reaction yield outcomes from USPTO patents with 853,638 reactions. The task is: Predict the reaction yield, written as a fraction of the theoretical maximum amount of product (1.0 means a 100% yield; for example, 0.34 means a 34% yield). (1) The reactants are [CH3:1][C:2]1[C:10]2[C:5](=[CH:6][CH:7]=[CH:8][CH:9]=2)[NH:4][CH:3]=1.[H-].[Na+].I[CH3:14]. The catalyst is CN(C=O)C. The product is [CH3:14][N:4]1[C:5]2[C:10](=[CH:9][CH:8]=[CH:7][CH:6]=2)[C:2]([CH3:1])=[CH:3]1. The yield is 0.970. (2) The reactants are Cl[C:2]1[CH:7]=[C:6](Cl)[N:5]=[C:4]([CH2:9][C:10]#[N:11])[N:3]=1. The catalyst is CCOC(C)=O.CO.[Pd]. The product is [N:3]1[CH:2]=[CH:7][CH:6]=[N:5][C:4]=1[CH2:9][C:10]#[N:11]. The yield is 0.600. (3) The reactants are [Cl-].O[NH3+:3].[C:4](=[O:7])([O-])[OH:5].[Na+].CS(C)=O.[OH:13][C:14]([CH3:54])([CH3:53])[CH2:15][O:16][C@H:17]1[CH2:22][CH2:21][C@H:20]([N:23]2[C:28](=[O:29])[C:27]([CH2:30][C:31]3[CH:36]=[CH:35][C:34]([C:37]4[C:38]([C:43]#[N:44])=[CH:39][CH:40]=[CH:41][CH:42]=4)=[C:33]([O:45][CH3:46])[CH:32]=3)=[C:26]([CH2:47][CH2:48][CH3:49])[N:25]3[N:50]=[CH:51][CH:52]=[C:24]23)[CH2:19][CH2:18]1. The catalyst is C(OCC)(=O)C. The product is [OH:13][C:14]([CH3:53])([CH3:54])[CH2:15][O:16][C@H:17]1[CH2:18][CH2:19][C@H:20]([N:23]2[C:28](=[O:29])[C:27]([CH2:30][C:31]3[CH:36]=[CH:35][C:34]([C:37]4[CH:42]=[CH:41][CH:40]=[CH:39][C:38]=4[C:43]4[NH:3][C:4](=[O:7])[O:5][N:44]=4)=[C:33]([O:45][CH3:46])[CH:32]=3)=[C:26]([CH2:47][CH2:48][CH3:49])[N:25]3[N:50]=[CH:51][CH:52]=[C:24]23)[CH2:21][CH2:22]1. The yield is 0.620. (4) The reactants are C([Si](C)(C)[O:6][C:7]1[CH:14]=[CH:13][C:10]([CH:11]=[O:12])=[C:9]([CH:15]([CH3:17])[CH3:16])[CH:8]=1)(C)(C)C.[F-].C([N+](CCCC)(CCCC)CCCC)CCC. The catalyst is C1COCC1. The product is [OH:6][C:7]1[CH:14]=[CH:13][C:10]([CH:11]=[O:12])=[C:9]([CH:15]([CH3:17])[CH3:16])[CH:8]=1. The yield is 0.960. (5) The reactants are C(OC([NH:8][CH2:9][C:10]1[C:11]([C:34]2[CH:39]=[CH:38][C:37]([CH3:40])=[CH:36][CH:35]=2)=[C:12]([CH2:21][O:22][C:23]2[CH:31]=[C:30]([O:32][CH3:33])[CH:29]=[CH:28][C:24]=2[C:25]([OH:27])=[O:26])[C:13]([CH3:20])=[N:14][C:15]=1[CH2:16][CH:17]([CH3:19])[CH3:18])=O)(C)(C)C.[ClH:41]. No catalyst specified. The product is [ClH:41].[ClH:41].[NH2:8][CH2:9][C:10]1[C:11]([C:34]2[CH:35]=[CH:36][C:37]([CH3:40])=[CH:38][CH:39]=2)=[C:12]([CH2:21][O:22][C:23]2[CH:31]=[C:30]([O:32][CH3:33])[CH:29]=[CH:28][C:24]=2[C:25]([OH:27])=[O:26])[C:13]([CH3:20])=[N:14][C:15]=1[CH2:16][CH:17]([CH3:19])[CH3:18]. The yield is 0.810. (6) The reactants are [NH2:1][C:2]1[CH:18]=[CH:17][CH:16]=[C:15]([CH3:19])[C:3]=1[C:4]([NH:6][CH:7]1[CH2:12][CH2:11][C:10](=[O:13])[NH:9][C:8]1=[O:14])=[O:5].[C:20](OCC)(OCC)(OCC)[CH2:21][CH3:22].O. The catalyst is CN(C=O)C.CO. The product is [CH2:21]([C:22]1[N:6]([CH:7]2[CH2:12][CH2:11][C:10](=[O:13])[NH:9][C:8]2=[O:14])[C:4](=[O:5])[C:3]2[C:2](=[CH:18][CH:17]=[CH:16][C:15]=2[CH3:19])[N:1]=1)[CH3:20]. The yield is 0.220. (7) The reactants are [CH2:1]([N:4]1[C@H:9]([CH3:10])[CH2:8][N:7](C(OCC)=O)[C@@H:6]([CH3:16])[CH2:5]1)[CH:2]=[CH2:3].[OH-].[K+].C(=O)=O.C1(C)C=CC=CC=1. The catalyst is C(O)C. The product is [CH2:1]([N:4]1[CH2:5][C@@H:6]([CH3:16])[NH:7][CH2:8][C@@H:9]1[CH3:10])[CH:2]=[CH2:3]. The yield is 0.690. (8) The product is [CH:12]1([C:10]2[S:11][C:7]([C:4]3[CH:3]=[CH:2][C:1]([CH3:18])=[CH:6][CH:5]=3)=[C:8]([C:15]([N:29]3[CH2:34][CH2:33][CH2:32][CH2:31][C@H:30]3[CH2:35][NH:36][C:37]([C:39]3[N:46]4[C:42]([S:43][CH:44]=[CH:45]4)=[N:41][C:40]=3[CH3:47])=[O:38])=[O:17])[N:9]=2)[CH2:13][CH2:14]1. The reactants are [C:1]1([CH3:18])[CH:6]=[CH:5][C:4]([C:7]2[S:11][C:10]([CH:12]3[CH2:14][CH2:13]3)=[N:9][C:8]=2[C:15]([OH:17])=O)=[CH:3][CH:2]=1.CCN(C(C)C)C(C)C.Cl.[NH:29]1[CH2:34][CH2:33][CH2:32][CH2:31][C@H:30]1[CH2:35][NH:36][C:37]([C:39]1[N:46]2[C:42]([S:43][CH:44]=[CH:45]2)=[N:41][C:40]=1[CH3:47])=[O:38]. The yield is 0.610. The catalyst is C(Cl)Cl.